Dataset: Peptide-MHC class I binding affinity with 185,985 pairs from IEDB/IMGT. Task: Regression. Given a peptide amino acid sequence and an MHC pseudo amino acid sequence, predict their binding affinity value. This is MHC class I binding data. (1) The peptide sequence is IVAQGIAAL. The MHC is HLA-B08:02 with pseudo-sequence HLA-B08:02. The binding affinity (normalized) is 0.0847. (2) The peptide sequence is HKIPDPQGM. The MHC is HLA-A69:01 with pseudo-sequence HLA-A69:01. The binding affinity (normalized) is 0.0847. (3) The peptide sequence is SSNVANYQK. The MHC is HLA-A03:01 with pseudo-sequence HLA-A03:01. The binding affinity (normalized) is 0.394. (4) The peptide sequence is WPLVNFHIL. The MHC is HLA-B39:01 with pseudo-sequence HLA-B39:01. The binding affinity (normalized) is 0.635. (5) The peptide sequence is VVENPTIQK. The MHC is HLA-A31:01 with pseudo-sequence HLA-A31:01. The binding affinity (normalized) is 0.0909. (6) The peptide sequence is ELIKELPGY. The MHC is HLA-A11:01 with pseudo-sequence HLA-A11:01. The binding affinity (normalized) is 0.0847. (7) The peptide sequence is VMLLDIDYF. The MHC is HLA-A24:03 with pseudo-sequence HLA-A24:03. The binding affinity (normalized) is 0.822. (8) The peptide sequence is TLGIVCPI. The MHC is HLA-A02:05 with pseudo-sequence HLA-A02:05. The binding affinity (normalized) is 0.0847.